Dataset: Catalyst prediction with 721,799 reactions and 888 catalyst types from USPTO. Task: Predict which catalyst facilitates the given reaction. Reactant: [CH:1]1[C:9]2[C:8]3[CH:10]=[CH:11][CH:12]=[CH:13][C:7]=3[O:6][C:5]=2[C:4](B(O)O)=[CH:3][CH:2]=1.[Br:17][C:18]1[CH:23]=[CH:22][CH:21]=[CH:20][C:19]=1Br.C(=O)([O-])[O-].[K+].[K+]. Product: [Br:17][C:18]1[CH:23]=[CH:22][CH:21]=[CH:20][C:19]=1[C:4]1[C:5]2[O:6][C:7]3[CH:13]=[CH:12][CH:11]=[CH:10][C:8]=3[C:9]=2[CH:1]=[CH:2][CH:3]=1. The catalyst class is: 77.